From a dataset of Catalyst prediction with 721,799 reactions and 888 catalyst types from USPTO. Predict which catalyst facilitates the given reaction. (1) Reactant: [CH3:1][CH2:2][CH2:3][CH2:4][N:5]1[C@H:10]([C:11]([NH:13][C:14]2[C:19]([CH3:20])=[CH:18][CH:17]=[CH:16][C:15]=2[CH3:21])=[O:12])[CH2:9][CH2:8][CH2:7][CH2:6]1.C(O)CO. Product: [CH3:1][CH2:2][CH2:3][CH2:4][N:5]1[CH:10]([C:11]([NH:13][C:14]2[C:19]([CH3:20])=[CH:18][CH:17]=[CH:16][C:15]=2[CH3:21])=[O:12])[CH2:9][CH2:8][CH2:7][CH2:6]1. The catalyst class is: 6. (2) Reactant: C([O-])(O)=O.[Na+].Cl.[NH2:7][C@@H:8]([CH2:24][C:25]1[CH:30]=[CH:29][C:28]([OH:31])=[C:27]([OH:32])[CH:26]=1)[C:9]([O:11][CH2:12][C@H:13]([O:15][C:16]([C:18]1[CH:23]=[CH:22][CH:21]=[CH:20][CH:19]=1)=[O:17])[CH3:14])=[O:10].[CH3:33][S:34]([OH:37])(=[O:36])=[O:35].CCOC(C)=O. Product: [S:34]([OH:37])(=[O:36])(=[O:35])[CH3:33].[NH2:7][C@@H:8]([CH2:24][C:25]1[CH:30]=[CH:29][C:28]([OH:31])=[C:27]([OH:32])[CH:26]=1)[C:9]([O:11][CH2:12][C@H:13]([O:15][C:16]([C:18]1[CH:23]=[CH:22][CH:21]=[CH:20][CH:19]=1)=[O:17])[CH3:14])=[O:10]. The catalyst class is: 6.